From a dataset of TCR-epitope binding with 47,182 pairs between 192 epitopes and 23,139 TCRs. Binary Classification. Given a T-cell receptor sequence (or CDR3 region) and an epitope sequence, predict whether binding occurs between them. (1) The epitope is FRYMNSQGL. The TCR CDR3 sequence is CASSSGAPIEAFF. Result: 1 (the TCR binds to the epitope). (2) The epitope is HTTDPSFLGRY. The TCR CDR3 sequence is CASSPGYANQPQHF. Result: 1 (the TCR binds to the epitope). (3) The epitope is VLAWLYAAV. The TCR CDR3 sequence is CASSVYRGQANEQFF. Result: 0 (the TCR does not bind to the epitope).